Dataset: Full USPTO retrosynthesis dataset with 1.9M reactions from patents (1976-2016). Task: Predict the reactants needed to synthesize the given product. (1) Given the product [CH3:1][O:2][C:3]1[CH:8]=[CH:7][C:6]([C:9]2([CH3:16])[CH2:14][CH2:13][O:12][CH2:11][CH2:10]2)=[CH:5][CH:4]=1, predict the reactants needed to synthesize it. The reactants are: [CH3:1][O:2][C:3]1[CH:8]=[CH:7][C:6]([C:9]2(O)[CH2:14][CH2:13][O:12][CH2:11][CH2:10]2)=[CH:5][CH:4]=1.[CH3:16][Zn]C.CCCCCC.O. (2) Given the product [CH3:18][C:17]1[C:10]2[O:9][CH2:2][CH:12]([OH:13])[C:11]=2[CH:14]=[CH:15][CH:16]=1, predict the reactants needed to synthesize it. The reactants are: [Cl-].[CH3:2][S+](C)(C)=O.[H-].[Na+].[OH:9][C:10]1[C:17]([CH3:18])=[CH:16][CH:15]=[CH:14][C:11]=1[CH:12]=[O:13].O. (3) Given the product [Cl:1][C:2]1[C:3]([O:18][CH:19]2[CH2:20][CH2:21][N:22]([C:25]([O:27][CH:28]([CH3:30])[CH3:29])=[O:26])[CH2:23][CH2:24]2)=[CH:4][C:5](=[O:17])[N:6]([C:8]2[CH:13]=[CH:12][C:11]([C:14]#[N:15])=[C:10]([F:16])[CH:9]=2)[CH:7]=1, predict the reactants needed to synthesize it. The reactants are: [Cl:1][C:2]1[C:3]([O:18][CH:19]2[CH2:24][CH2:23][N:22]([C:25]([O:27][C:28](C)([CH3:30])[CH3:29])=[O:26])[CH2:21][CH2:20]2)=[CH:4][C:5](=[O:17])[N:6]([C:8]2[CH:13]=[CH:12][C:11]([C:14]#[N:15])=[C:10]([F:16])[CH:9]=2)[CH:7]=1.CS(C1C=CC(N2C=CC(OC3CCN(C(OC(C)(C)C)=O)CC3)=CC2=O)=CC=1)(=O)=O.ClC(OC(C)C(F)(F)F)=O. (4) The reactants are: FC1(C=CC=CC1)C(Cl)=O.[NH2:11][C:12]1[CH:24]=[C:23](/[CH:25]=[CH:26]/[C:27]2[CH:32]=[CH:31][CH:30]=[C:29]([O:33][CH3:34])[CH:28]=2)[CH:22]=[CH:21][C:13]=1[C:14]([O:16][C:17]([CH3:20])([CH3:19])[CH3:18])=[O:15].[F:35][C:36]1[CH:44]=[CH:43][C:39]([C:40](Cl)=[O:41])=[CH:38][CH:37]=1.C(=O)([O-])O.[Na+]. Given the product [F:35][C:36]1[CH:44]=[CH:43][C:39]([C:40]([NH:11][C:12]2[CH:24]=[C:23](/[CH:25]=[CH:26]/[C:27]3[CH:32]=[CH:31][CH:30]=[C:29]([O:33][CH3:34])[CH:28]=3)[CH:22]=[CH:21][C:13]=2[C:14]([O:16][C:17]([CH3:20])([CH3:19])[CH3:18])=[O:15])=[O:41])=[CH:38][CH:37]=1, predict the reactants needed to synthesize it. (5) Given the product [C:1]([C:3]1[CH:9]=[CH:8][C:6]([NH:7][CH:10]=[O:11])=[CH:5][CH:4]=1)#[N:2], predict the reactants needed to synthesize it. The reactants are: [C:1]([C:3]1[CH:9]=[CH:8][C:6]([NH2:7])=[CH:5][CH:4]=1)#[N:2].[CH:10](O)=[O:11].